This data is from Forward reaction prediction with 1.9M reactions from USPTO patents (1976-2016). The task is: Predict the product of the given reaction. (1) Given the reactants C1(P(C2CCCCC2)C2C=CC=CC=2C2C(OC)=CC=C(S([O-])(=O)=O)C=2OC)CCCCC1.[Na+].C([O-])([O-])=O.[Cs+].[Cs+].[CH3:41][C:42]1[CH:50]=[CH:49][C:45]([C:46]([OH:48])=[O:47])=[CH:44][C:43]=1B1OC(C)(C)C(C)(C)O1.FC(F)(F)S(O[C:66]1[CH:67]=[C:68]2[C:74]([C:75](=[O:78])[NH:76][CH3:77])=[C:73]([C:79]3[CH:84]=[CH:83][C:82]([F:85])=[CH:81][CH:80]=3)[O:72][C:69]2=[CH:70][N:71]=1)(=O)=O, predict the reaction product. The product is: [F:85][C:82]1[CH:81]=[CH:80][C:79]([C:73]2[O:72][C:69]3=[CH:70][N:71]=[C:66]([C:43]4[CH:44]=[C:45]([CH:49]=[CH:50][C:42]=4[CH3:41])[C:46]([OH:48])=[O:47])[CH:67]=[C:68]3[C:74]=2[C:75](=[O:78])[NH:76][CH3:77])=[CH:84][CH:83]=1. (2) Given the reactants [CH3:1][C:2]1[N:3]=[CH:4][N:5]([C:7]2[CH:12]=[CH:11][C:10]([NH:13][C:14]([NH2:16])=[S:15])=[CH:9][CH:8]=2)[CH:6]=1.Br[CH:18]1[CH2:23][CH2:22][CH2:21][CH:20]([C:24]2[CH:29]=[CH:28][CH:27]=[CH:26][CH:25]=2)[C:19]1=O, predict the reaction product. The product is: [CH3:1][C:2]1[N:3]=[CH:4][N:5]([C:7]2[CH:8]=[CH:9][C:10]([NH:13][C:14]3[S:15][C:26]4[CH2:27][CH2:28][CH2:29][CH:24]([C:20]5[CH:21]=[CH:22][CH:23]=[CH:18][CH:19]=5)[C:25]=4[N:16]=3)=[CH:11][CH:12]=2)[CH:6]=1. (3) Given the reactants [CH2:1]([O:3][C:4](=[O:13])[C:5]1[CH:10]=[CH:9][C:8]([NH2:11])=[C:7]([NH2:12])[CH:6]=1)[CH3:2].[CH:14](O)=O, predict the reaction product. The product is: [CH2:1]([O:3][C:4]([C:5]1[CH:10]=[CH:9][C:8]2[N:11]=[CH:14][NH:12][C:7]=2[CH:6]=1)=[O:13])[CH3:2]. (4) Given the reactants Cl.[Cl:2][CH2:3][C:4]1[N:8]([CH3:9])[C:7]2[CH:10]=[CH:11][CH:12]=[CH:13][C:6]=2[N:5]=1.Cl.[CH2:15]([O:17][C:18](=[O:21])[CH2:19][NH2:20])[CH3:16].C(=O)([O-])[O-].[K+].[K+].[I-].[K+], predict the reaction product. The product is: [ClH:2].[CH2:15]([O:17][C:18](=[O:21])[CH2:19][NH:20][CH2:3][C:4]1[N:8]([CH3:9])[C:7]2[CH:10]=[CH:11][CH:12]=[CH:13][C:6]=2[N:5]=1)[CH3:16]. (5) Given the reactants Cl.[NH2:2][NH:3][C:4]([NH2:6])=[O:5].C([O-])(=O)C.[Na+].[C:12]([O:17][CH2:18][CH3:19])(=[O:16])[C:13]([CH3:15])=[O:14], predict the reaction product. The product is: [NH2:2][NH:3][C:4]([NH2:6])=[O:5].[C:12]([O:17][CH2:18][CH3:19])(=[O:16])[C:13]([CH3:15])=[O:14]. (6) Given the reactants [CH3:1][N:2]1[CH2:7][CH2:6][N:5](C(OC(C)(C)C)=O)[C@@H:4]([CH:15]([CH3:17])[CH3:16])[CH2:3]1.C(Cl)[Cl:19], predict the reaction product. The product is: [ClH:19].[ClH:19].[CH3:1][N:2]1[CH2:7][CH2:6][NH:5][C@@H:4]([CH:15]([CH3:17])[CH3:16])[CH2:3]1. (7) Given the reactants [F:1][C:2]1[CH:10]=[C:9]2[C:5]([CH:6]=[CH:7][N:8]2[S:11]([C:14]2[CH:19]=[CH:18][C:17]([O:20][CH2:21][C:22]([F:25])([F:24])[F:23])=[C:16]([N:26]3[CH2:31][CH2:30][NH:29][CH2:28][CH2:27]3)[CH:15]=2)(=[O:13])=[O:12])=[CH:4][CH:3]=1.[C:32]([BH3-])#N.[Na+].C=O, predict the reaction product. The product is: [F:1][C:2]1[CH:10]=[C:9]2[C:5]([CH:6]=[CH:7][N:8]2[S:11]([C:14]2[CH:19]=[CH:18][C:17]([O:20][CH2:21][C:22]([F:23])([F:24])[F:25])=[C:16]([N:26]3[CH2:27][CH2:28][N:29]([CH3:32])[CH2:30][CH2:31]3)[CH:15]=2)(=[O:13])=[O:12])=[CH:4][CH:3]=1. (8) The product is: [S:13]([OH:16])([O:12][CH2:11][CH2:10][N:3]([CH2:1][CH3:2])[C:4]1[CH:5]=[CH:6][CH:7]=[CH:8][CH:9]=1)(=[O:15])=[O:14]. Given the reactants [CH2:1]([N:3]([CH2:10][CH2:11][OH:12])[C:4]1[CH:9]=[CH:8][CH:7]=[CH:6][CH:5]=1)[CH3:2].[S:13](=O)(=[O:16])([OH:15])[OH:14], predict the reaction product. (9) The product is: [CH2:24]([N:23]1[C:22]2[CH:29]=[CH:30][CH:31]=[CH:32][C:21]=2[N:20]=[C:19]1[CH2:18][N:1]1[C:10]2[C:5](=[CH:6][CH:7]=[CH:8][CH:9]=2)[CH2:4][C:3]2([CH2:14][CH2:13][CH2:12][CH2:11]2)[C:2]1=[O:15])[CH2:25][CH:26]([CH3:28])[CH3:27]. Given the reactants [NH:1]1[C:10]2[C:5](=[CH:6][CH:7]=[CH:8][CH:9]=2)[CH2:4][C:3]2([CH2:14][CH2:13][CH2:12][CH2:11]2)[C:2]1=[O:15].Cl.Cl[CH2:18][C:19]1[N:23]([CH2:24][CH2:25][CH:26]([CH3:28])[CH3:27])[C:22]2[CH:29]=[CH:30][CH:31]=[CH:32][C:21]=2[N:20]=1, predict the reaction product.